This data is from Catalyst prediction with 721,799 reactions and 888 catalyst types from USPTO. The task is: Predict which catalyst facilitates the given reaction. (1) Reactant: [CH3:1][C:2]([O-])(C)C.[K+].O=[C:8]1[CH2:12][N:11]([C:13]([O:15][C:16]([CH3:19])([CH3:18])[CH3:17])=[O:14])[C@H:10]([C:20]([O:22][CH3:23])=[O:21])[CH2:9]1. Product: [CH:1](=[C:8]1[CH2:12][N:11]([C:13]([O:15][C:16]([CH3:19])([CH3:18])[CH3:17])=[O:14])[C@H:10]([C:20]([O:22][CH3:23])=[O:21])[CH2:9]1)[CH3:2]. The catalyst class is: 1. (2) Reactant: [C:1]1([C:7]2[CH:14]=[CH:13][C:10]([C:11]#[N:12])=[CH:9][CH:8]=2)[CH2:6][CH2:5][CH2:4][CH2:3][CH:2]=1. Product: [CH:1]1([C:7]2[CH:8]=[CH:9][C:10]([C:11]#[N:12])=[CH:13][CH:14]=2)[CH2:2][CH2:3][CH2:4][CH2:5][CH2:6]1. The catalyst class is: 50.